From a dataset of NCI-60 drug combinations with 297,098 pairs across 59 cell lines. Regression. Given two drug SMILES strings and cell line genomic features, predict the synergy score measuring deviation from expected non-interaction effect. (1) Drug 1: CC1=C(C(=CC=C1)Cl)NC(=O)C2=CN=C(S2)NC3=CC(=NC(=N3)C)N4CCN(CC4)CCO. Drug 2: CN(C(=O)NC(C=O)C(C(C(CO)O)O)O)N=O. Cell line: SW-620. Synergy scores: CSS=13.7, Synergy_ZIP=-1.35, Synergy_Bliss=1.69, Synergy_Loewe=3.04, Synergy_HSA=3.31. (2) Drug 1: CC1=CC=C(C=C1)C2=CC(=NN2C3=CC=C(C=C3)S(=O)(=O)N)C(F)(F)F. Drug 2: CCC1(C2=C(COC1=O)C(=O)N3CC4=CC5=C(C=CC(=C5CN(C)C)O)N=C4C3=C2)O.Cl. Cell line: T-47D. Synergy scores: CSS=12.5, Synergy_ZIP=2.91, Synergy_Bliss=2.90, Synergy_Loewe=-24.3, Synergy_HSA=0.990. (3) Drug 1: CC1=CC=C(C=C1)C2=CC(=NN2C3=CC=C(C=C3)S(=O)(=O)N)C(F)(F)F. Drug 2: C1=NNC2=C1C(=O)NC=N2. Cell line: MDA-MB-231. Synergy scores: CSS=-0.355, Synergy_ZIP=1.96, Synergy_Bliss=2.02, Synergy_Loewe=-0.415, Synergy_HSA=-0.877. (4) Drug 1: C#CCC(CC1=CN=C2C(=N1)C(=NC(=N2)N)N)C3=CC=C(C=C3)C(=O)NC(CCC(=O)O)C(=O)O. Drug 2: CN(CC1=CN=C2C(=N1)C(=NC(=N2)N)N)C3=CC=C(C=C3)C(=O)NC(CCC(=O)O)C(=O)O. Cell line: SF-539. Synergy scores: CSS=36.3, Synergy_ZIP=-6.68, Synergy_Bliss=-0.126, Synergy_Loewe=1.02, Synergy_HSA=1.33. (5) Drug 1: CC1=CC=C(C=C1)C2=CC(=NN2C3=CC=C(C=C3)S(=O)(=O)N)C(F)(F)F. Drug 2: C1CN1P(=S)(N2CC2)N3CC3. Cell line: M14. Synergy scores: CSS=6.24, Synergy_ZIP=-2.14, Synergy_Bliss=1.06, Synergy_Loewe=-6.11, Synergy_HSA=-2.56. (6) Drug 1: CCCS(=O)(=O)NC1=C(C(=C(C=C1)F)C(=O)C2=CNC3=C2C=C(C=N3)C4=CC=C(C=C4)Cl)F. Drug 2: N.N.Cl[Pt+2]Cl. Cell line: SR. Synergy scores: CSS=26.9, Synergy_ZIP=3.02, Synergy_Bliss=10.4, Synergy_Loewe=8.43, Synergy_HSA=10.6.